This data is from Reaction yield outcomes from USPTO patents with 853,638 reactions. The task is: Predict the reaction yield, written as a fraction of the theoretical maximum amount of product (1.0 means a 100% yield; for example, 0.34 means a 34% yield). The reactants are [OH:1][C:2]1[CH:11]=[CH:10][C:5]([C:6]([O:8][CH3:9])=[O:7])=[CH:4][C:3]=1I.[C:13]([Cu])#[N:14].[C-]#N.[Na+]. The catalyst is CN(C=O)C. The product is [C:13]([C:3]1[CH:4]=[C:5]([CH:10]=[CH:11][C:2]=1[OH:1])[C:6]([O:8][CH3:9])=[O:7])#[N:14]. The yield is 1.00.